Dataset: Reaction yield outcomes from USPTO patents with 853,638 reactions. Task: Predict the reaction yield, written as a fraction of the theoretical maximum amount of product (1.0 means a 100% yield; for example, 0.34 means a 34% yield). The reactants are [CH2:1]([C:4]1[C:13]([OH:14])=[CH:12][C:7]([C:8]([O:10][CH3:11])=[O:9])=[CH:6][C:5]=1[C:15]([O:17][CH3:18])=[O:16])[CH:2]=[CH2:3].[CH3:19][S:20]([C:23]1[CH:28]=[CH:27][C:26](F)=[CH:25][CH:24]=1)(=[O:22])=[O:21].C([O-])([O-])=O.[Cs+].[Cs+]. The catalyst is CN(C=O)C.[Cu]I. The product is [CH2:1]([C:4]1[C:13]([O:14][C:26]2[CH:27]=[CH:28][C:23]([S:20]([CH3:19])(=[O:22])=[O:21])=[CH:24][CH:25]=2)=[CH:12][C:7]([C:8]([O:10][CH3:11])=[O:9])=[CH:6][C:5]=1[C:15]([O:17][CH3:18])=[O:16])[CH:2]=[CH2:3]. The yield is 0.780.